The task is: Binary Classification. Given a drug SMILES string, predict its activity (active/inactive) in a high-throughput screening assay against a specified biological target.. This data is from KCNQ2 potassium channel screen with 302,405 compounds. (1) The drug is o1c(c2nn(c(n2)N)C(=O)C)ccc1. The result is 0 (inactive). (2) The molecule is S1\C(N(Cc2ccc(OC)cc2)C(=O)C1)=N\N=C/c1ccccc1. The result is 0 (inactive). (3) The result is 0 (inactive). The molecule is S=C(NCCc1cc(OC)c(OC)cc1)NC(=O)c1ccccc1. (4) The molecule is S(=O)(=O)(N1CCCC1)c1cc(ccc1)C(=O)Nc1nccc(c1)C. The result is 0 (inactive). (5) The compound is S(=O)(=O)(N(Cc1ccccc1)C)c1ccc(cc1)C(=O)Nc1oc(nn1)C. The result is 0 (inactive). (6) The molecule is O(c1cc(c(cc1)C)C)c1ccc(cc1)c1nc(nc(n1)N)N. The result is 0 (inactive). (7) The drug is O1C(=N/C(=C/c2ccc(OC(OCC)=O)cc2)C1=O)C. The result is 0 (inactive). (8) The compound is O(CCCNC(=O)C(NC(=O)CNC(=O)c1ccccc1)c1ccc(cc1)C)CC. The result is 0 (inactive).